Task: Predict the reactants needed to synthesize the given product.. Dataset: Full USPTO retrosynthesis dataset with 1.9M reactions from patents (1976-2016) Given the product [C:11]([O:10][C:8]([N:4]1[CH2:5][CH2:6][CH2:7][C@@H:2]([NH:1][C:24]([C:23]2[CH:22]=[CH:21][CH:20]=[C:19]3[O:15][CH:16]=[CH:17][C:18]=23)=[O:25])[CH2:3]1)=[O:9])([CH3:14])([CH3:13])[CH3:12], predict the reactants needed to synthesize it. The reactants are: [NH2:1][C@@H:2]1[CH2:7][CH2:6][CH2:5][N:4]([C:8]([O:10][C:11]([CH3:14])([CH3:13])[CH3:12])=[O:9])[CH2:3]1.[O:15]1[C:19]2=[CH:20][CH:21]=[CH:22][C:23]([C:24](O)=[O:25])=[C:18]2[CH:17]=[CH:16]1.C1CN([P+](ON2N=NC3C=CC=CC2=3)(N2CCCC2)N2CCCC2)CC1.F[P-](F)(F)(F)(F)F.CCN(C(C)C)C(C)C.